From a dataset of Reaction yield outcomes from USPTO patents with 853,638 reactions. Predict the reaction yield, written as a fraction of the theoretical maximum amount of product (1.0 means a 100% yield; for example, 0.34 means a 34% yield). (1) The reactants are [Cl:1][S:2]([OH:5])(=O)=[O:3].[N+:6]([C:9]1[CH:14]=[CH:13][CH:12]=[CH:11][C:10]=1[OH:15])([O-:8])=[O:7]. No catalyst specified. The product is [OH:15][C:10]1[CH:11]=[CH:12][C:13]([S:2]([Cl:1])(=[O:5])=[O:3])=[CH:14][C:9]=1[N+:6]([O-:8])=[O:7]. The yield is 0.640. (2) The reactants are Cl[C:2]1[N:6]([CH3:7])[C:5]2[C:8]([CH:14]([CH2:17][CH3:18])[CH2:15][CH3:16])=[CH:9][CH:10]=[C:11]([C:12]#[N:13])[C:4]=2[N:3]=1.[Br:19][C:20]1[CH:25]=[C:24]([Cl:26])[CH:23]=[CH:22][C:21]=1[OH:27].C(=O)([O-])[O-].[K+].[K+].CN1CCCC1=O. The catalyst is O. The product is [Br:19][C:20]1[CH:25]=[C:24]([Cl:26])[CH:23]=[CH:22][C:21]=1[O:27][C:2]1[N:6]([CH3:7])[C:5]2[C:8]([CH:14]([CH2:17][CH3:18])[CH2:15][CH3:16])=[CH:9][CH:10]=[C:11]([C:12]#[N:13])[C:4]=2[N:3]=1. The yield is 0.320. (3) The catalyst is CCO.C(Cl)Cl. The reactants are [C:1]([O:7][CH2:8][CH3:9])(=[O:6])[CH2:2][C:3]([CH3:5])=O.[Cl:10][C:11]1[CH:18]=[C:17]([Cl:19])[CH:16]=[CH:15][C:12]=1[CH:13]=O.[NH4+:20].[OH-:21]. The yield is 0.510. The product is [Cl:10][C:11]1[CH:18]=[C:17]([Cl:19])[CH:16]=[CH:15][C:12]=1[CH:13]1[C:2]([C:1]([O:7][CH2:8][CH3:9])=[O:6])=[C:3]([CH3:5])[NH:20][C:3]([CH3:5])=[C:2]1[C:1]([O:7][CH2:8][CH3:9])=[O:21]. (4) The reactants are C(OC([N:8]1[CH2:12][CH2:11][CH:10]([NH:13][C:14](=[O:16])[CH3:15])[CH2:9]1)=O)(C)(C)C.[ClH:17]. The catalyst is C(OCC)(=O)C. The product is [ClH:17].[NH:8]1[CH2:12][CH2:11][CH:10]([NH:13][C:14](=[O:16])[CH3:15])[CH2:9]1. The yield is 0.730.